Predict the product of the given reaction. From a dataset of Forward reaction prediction with 1.9M reactions from USPTO patents (1976-2016). (1) Given the reactants [CH3:1][C:2]1[CH:7]=[C:6]([CH3:8])[CH:5]=[C:4]([N+:9]([O-])=O)[C:3]=1[S:12]([NH:15][CH:16]([CH2:21][C:22]1[C:30]2[C:25](=[CH:26][CH:27]=[CH:28][CH:29]=2)[NH:24][CH:23]=1)[C:17]([F:20])([F:19])[F:18])(=[O:14])=[O:13].Cl.C(=O)(O)[O-].[Na+], predict the reaction product. The product is: [NH2:9][C:4]1[CH:5]=[C:6]([CH3:8])[CH:7]=[C:2]([CH3:1])[C:3]=1[S:12]([NH:15][CH:16]([CH2:21][C:22]1[C:30]2[C:25](=[CH:26][CH:27]=[CH:28][CH:29]=2)[NH:24][CH:23]=1)[C:17]([F:20])([F:18])[F:19])(=[O:14])=[O:13]. (2) Given the reactants Br[C:2]1[C:3]2[N:4]([N:8]=[C:9]([Cl:11])[N:10]=2)[CH:5]=[CH:6][CH:7]=1.[CH3:12][O:13][C:14]1(B(O)O)[CH:19]=[CH:18][C:17]([C:20]([F:23])([F:22])[F:21])=[CH:16][NH:15]1, predict the reaction product. The product is: [Cl:11][C:9]1[N:10]=[C:3]2[C:2]([C:19]3[C:14]([O:13][CH3:12])=[N:15][CH:16]=[C:17]([C:20]([F:23])([F:21])[F:22])[CH:18]=3)=[CH:7][CH:6]=[CH:5][N:4]2[N:8]=1. (3) Given the reactants Br[CH2:2][C:3]([C:5]1[CH:10]=[CH:9][C:8]([F:11])=[C:7]([C:12]([F:15])([F:14])[F:13])[CH:6]=1)=[O:4].[C:16]([O:20][C:21]([N:23]1[CH2:28][CH2:27][CH:26]([C:29]([OH:31])=[O:30])[CH:25]([F:32])[CH2:24]1)=[O:22])([CH3:19])([CH3:18])[CH3:17].C(N(CC)CC)C, predict the reaction product. The product is: [F:11][C:8]1[CH:9]=[CH:10][C:5]([C:3](=[O:4])[CH2:2][O:31][C:29]([CH:26]2[CH2:27][CH2:28][N:23]([C:21]([O:20][C:16]([CH3:18])([CH3:17])[CH3:19])=[O:22])[CH2:24][CH:25]2[F:32])=[O:30])=[CH:6][C:7]=1[C:12]([F:15])([F:14])[F:13]. (4) Given the reactants [CH3:1][C:2]([C@@H:4]1[C@@:8]2([CH3:23])[CH2:9][CH2:10][C@@H:11]3[C@@:16]4([CH3:22])[CH2:17][CH2:18][C@H:19](O)[CH2:20][C@@H:15]4[CH2:14][CH2:13][C@H:12]3[C@@H:7]2[CH2:6][CH2:5]1)=[O:3].C(N(S(F)(F)F)CC)C, predict the reaction product. The product is: [CH3:1][C:2](=[O:3])[C@@H:4]1[C@:8]2([CH3:23])[C@H:7]([C@H:12]3[C@H:11]([CH2:10][CH2:9]2)[C@:16]2([CH3:22])[C@H:15]([CH2:20][CH:19]=[CH:18][CH2:17]2)[CH2:14][CH2:13]3)[CH2:6][CH2:5]1.